This data is from Reaction yield outcomes from USPTO patents with 853,638 reactions. The task is: Predict the reaction yield, written as a fraction of the theoretical maximum amount of product (1.0 means a 100% yield; for example, 0.34 means a 34% yield). (1) The reactants are [Br:1][C:2]1[C:3]([CH3:21])=[C:4]([NH:8][C:9](=[O:20])[C:10]2[CH:15]=[C:14]([C:16]#[N:17])[CH:13]=[CH:12][C:11]=2[CH2:18]O)[CH:5]=[CH:6][CH:7]=1.N(C(OC(C)(C)C)=O)=NC(OC(C)(C)C)=O.C(P(CCCC)CCCC)CCC. The catalyst is C1COCC1. The product is [Br:1][C:2]1[C:3]([CH3:21])=[C:4]([N:8]2[C:9](=[O:20])[C:10]3[C:11](=[CH:12][CH:13]=[C:14]([C:16]#[N:17])[CH:15]=3)[CH2:18]2)[CH:5]=[CH:6][CH:7]=1. The yield is 0.620. (2) The reactants are [NH2:1][C:2]1[C:11]2[C:6](=[C:7](Br)[CH:8]=[CH:9][CH:10]=2)[N:5]=[N:4][C:3]=1[C:13]([NH:15][CH2:16][CH2:17][CH3:18])=[O:14].[CH3:19][O:20][C:21]1[CH:22]=[C:23](B(O)O)[CH:24]=[CH:25][C:26]=1[O:27][CH3:28]. No catalyst specified. The product is [NH2:1][C:2]1[C:11]2[C:6](=[C:7]([C:24]3[CH:23]=[CH:22][C:21]([O:20][CH3:19])=[C:26]([O:27][CH3:28])[CH:25]=3)[CH:8]=[CH:9][CH:10]=2)[N:5]=[N:4][C:3]=1[C:13]([NH:15][CH2:16][CH2:17][CH3:18])=[O:14]. The yield is 0.777. (3) The reactants are FC(F)(F)S(O[C:7]1[C:8]([C:18](=[O:20])[CH3:19])=[CH:9][C:10]([CH3:17])=[C:11]2[C:16]=1[N:15]=[CH:14][CH:13]=[CH:12]2)(=O)=O.[F:23][C:24]1[CH:25]=[C:26]([Zn]I)[CH:27]=[CH:28][CH:29]=1. The catalyst is O1CCCC1. The product is [F:23][C:24]1[CH:29]=[C:28]([C:7]2[C:8]([C:18](=[O:20])[CH3:19])=[CH:9][C:10]([CH3:17])=[C:11]3[C:16]=2[N:15]=[CH:14][CH:13]=[CH:12]3)[CH:27]=[CH:26][CH:25]=1. The yield is 0.540. (4) The yield is 0.630. The reactants are [N+:1]([C:4]1[CH:5]=[C:6]([C:10]2[S:11][C:12]3[CH:17]=[CH:16][N:15]=[CH:14][C:13]=3[N:18]=2)[CH:7]=[CH:8][CH:9]=1)([O-])=O.[NH4+].[Cl-].O. The product is [S:11]1[C:12]2[CH:17]=[CH:16][N:15]=[CH:14][C:13]=2[N:18]=[C:10]1[C:6]1[CH:5]=[C:4]([NH2:1])[CH:9]=[CH:8][CH:7]=1. The catalyst is [Fe].CO. (5) The reactants are C(OC(C1C(N)=C(NC2C=CC=CC=2OC)N=C(N[C@H]2CCN(C(OC(C)(C)C)=O)C2)[N:7]=1)=O)C.C(OC([N:42]1[CH2:46][CH2:45][C@H:44]([NH:47][C:48]2[N:56]=[C:55]3[C:51]([NH:52][C:53](=[O:65])[N:54]3[C:57]3[CH:62]=[CH:61][CH:60]=[CH:59][C:58]=3[O:63][CH3:64])=[C:50]([C:66]([O:68]CC)=O)[N:49]=2)[CH2:43]1)=O)(C)(C)C. The catalyst is ClCCl. The product is [CH3:64][O:63][C:58]1[CH:59]=[CH:60][CH:61]=[CH:62][C:57]=1[N:54]1[C:53](=[O:65])[NH:52][C:51]2[C:55]1=[N:56][C:48]([NH:47][C@H:44]1[CH2:45][CH2:46][NH:42][CH2:43]1)=[N:49][C:50]=2[C:66]([NH2:7])=[O:68]. The yield is 0.980. (6) The reactants are Cl.[C:2](=N)([NH2:4])[CH3:3].CCN(C(C)C)C(C)C.[F:15][C:16]1[C:17]([O:62]COCC[Si](C)(C)C)=[CH:18][C:19]([CH2:57][C:58]([F:61])([F:60])[F:59])=[C:20]([C:22]2[N:27]=[C:26]([NH:28][CH2:29][C:30]3[CH:35]=[CH:34][CH:33]=[CH:32][C:31]=3[N:36]([CH3:41])[S:37]([CH3:40])(=[O:39])=[O:38])[C:25]3[C:42]([C:53]([NH:55][NH2:56])=O)=[N:43][N:44](COCC[Si](C)(C)C)[C:24]=3[CH:23]=2)[CH:21]=1.C(O)(C(F)(F)F)=O. The yield is 0.540. The catalyst is COCCO. The product is [F:15][C:16]1[C:17]([OH:62])=[CH:18][C:19]([CH2:57][C:58]([F:60])([F:59])[F:61])=[C:20]([C:22]2[N:27]=[C:26]([NH:28][CH2:29][C:30]3[CH:35]=[CH:34][CH:33]=[CH:32][C:31]=3[N:36]([CH3:41])[S:37]([CH3:40])(=[O:38])=[O:39])[C:25]3[C:42]([C:53]4[NH:4][C:2]([CH3:3])=[N:56][N:55]=4)=[N:43][NH:44][C:24]=3[CH:23]=2)[CH:21]=1. (7) The reactants are [CH:1]1([C:7]2([CH3:23])[NH:11][C:10](=[O:12])[N:9]([CH2:13][C:14]3[CH:19]=[CH:18][C:17]([O:20][CH3:21])=[CH:16][CH:15]=3)[C:8]2=[O:22])[CH2:6][CH2:5][CH2:4][CH2:3][CH2:2]1.[CH3:24]I. No catalyst specified. The product is [CH:1]1([C:7]2([CH3:23])[N:11]([CH3:24])[C:10](=[O:12])[N:9]([CH2:13][C:14]3[CH:15]=[CH:16][C:17]([O:20][CH3:21])=[CH:18][CH:19]=3)[C:8]2=[O:22])[CH2:2][CH2:3][CH2:4][CH2:5][CH2:6]1. The yield is 0.850. (8) The reactants are B(O)O.[CH3:4][C:5]1[CH:9]=[C:8]([C:10]([O:12][CH2:13][CH3:14])=[O:11])[NH:7][N:6]=1.[N:15]1[CH:20]=[CH:19][CH:18]=[CH:17][CH:16]=1. The catalyst is C(Cl)Cl.C([O-])(=O)C.[Cu+2].C([O-])(=O)C. The product is [CH3:4][C:5]1[CH:9]=[C:8]([C:10]([O:12][CH2:13][CH3:14])=[O:11])[N:7]([C:16]2[CH:4]=[CH:5][C:9]3[C:18](=[CH:19][CH:20]=[C:10]([O:12][CH3:13])[CH:8]=3)[CH:17]=2)[N:6]=1.[CH3:4][C:5]1[N:15]([C:20]2[CH:4]=[CH:5][C:9]3[C:18](=[CH:17][CH:16]=[C:10]([O:12][CH3:13])[CH:8]=3)[CH:19]=2)[N:7]=[C:8]([C:10]([O:12][CH2:13][CH3:14])=[O:11])[CH:9]=1. The yield is 0.370. (9) The reactants are C([O:8][C:9](=[O:42])[C:10]([O:14][C:15]1[CH:20]=[CH:19][CH:18]=[C:17]([CH2:21][CH2:22][N:23]([CH2:35][CH2:36][CH2:37][CH2:38][CH2:39][CH2:40][CH3:41])[C:24]([NH:26][C:27]2[CH:32]=[CH:31][C:30]([F:33])=[CH:29][C:28]=2[F:34])=[O:25])[CH:16]=1)([CH3:13])[CH2:11][CH3:12])C1C=CC=CC=1. The catalyst is [Pd].CO. The product is [F:34][C:28]1[CH:29]=[C:30]([F:33])[CH:31]=[CH:32][C:27]=1[NH:26][C:24](=[O:25])[N:23]([CH2:22][CH2:21][C:17]1[CH:16]=[C:15]([CH:20]=[CH:19][CH:18]=1)[O:14][C:10]([CH3:13])([CH2:11][CH3:12])[C:9]([OH:42])=[O:8])[CH2:35][CH2:36][CH2:37][CH2:38][CH2:39][CH2:40][CH3:41]. The yield is 0.670. (10) The reactants are [N:1]1[S:5][N:4]=[C:3]2[CH:6]=[C:7]([CH2:10][C:11]([OH:13])=O)[CH:8]=[CH:9][C:2]=12.[CH3:14][NH:15][CH3:16].C(P1(=O)OP(CCC)(=O)OP(CCC)(=O)O1)CC. The catalyst is C1COCC1.C(N(CC)CC)C. The product is [N:1]1[S:5][N:4]=[C:3]2[CH:6]=[C:7]([CH2:10][C:11]([N:15]([CH3:16])[CH3:14])=[O:13])[CH:8]=[CH:9][C:2]=12. The yield is 0.530.